From a dataset of Forward reaction prediction with 1.9M reactions from USPTO patents (1976-2016). Predict the product of the given reaction. (1) The product is: [C:32]([O:1][C:30]([N:25]1[CH2:24][CH2:11][NH:13][C@@H:14]([CH:15]([CH3:16])[CH3:17])[CH2:18]1)=[O:31])([CH3:35])([CH3:34])[CH3:33]. Given the reactants [OH-:1].[Na+].C(O[C:11]([NH:13][C@H:14]([C:18](O)=O)[CH:15]([CH3:17])[CH3:16])=O)C1C=CC=CC=1.COC(=O)[CH2:24][NH2:25].C(Cl)Cl.[CH3:30][OH:31].[C:32](O)([CH3:35])([CH3:34])[CH3:33], predict the reaction product. (2) Given the reactants [O:1]=[S:2]1(=[O:32])[C:7]2[CH:8]=[CH:9][CH:10]=[CH:11][C:6]=2[NH:5][C:4]([C:12]2[C:13](=[O:31])[N:14]([N:23]=[C:24]([CH2:28][CH2:29][CH3:30])[CH2:25][CH2:26][CH3:27])[C:15]3[C:20]([C:21]=2[OH:22])=[CH:19][CH:18]=[CH:17][CH:16]=3)=[N:3]1.CO.[BH4-].[Li+].Cl, predict the reaction product. The product is: [CH2:25]([CH:24]([NH:23][N:14]1[C:15]2[C:20](=[CH:19][CH:18]=[CH:17][CH:16]=2)[C:21]([OH:22])=[C:12]([C:4]2[NH:5][C:6]3[CH:11]=[CH:10][CH:9]=[CH:8][C:7]=3[S:2](=[O:1])(=[O:32])[N:3]=2)[C:13]1=[O:31])[CH2:28][CH2:29][CH3:30])[CH2:26][CH3:27].